Dataset: Full USPTO retrosynthesis dataset with 1.9M reactions from patents (1976-2016). Task: Predict the reactants needed to synthesize the given product. (1) Given the product [F:48][C:42]1[C:43]([F:47])=[CH:44][CH:45]=[CH:46][C:41]=1[C@@:13]1([NH:12][C:10]([NH:9][C:1](=[O:8])[C:2]2[CH:7]=[CH:6][CH:5]=[CH:4][CH:3]=2)=[S:11])[C@H:14]([CH2:39][OH:40])[C@@H:15]([CH2:18][O:19][C:20]([C:33]2[CH:38]=[CH:37][CH:36]=[CH:35][CH:34]=2)([C:21]2[CH:22]=[CH:23][CH:24]=[CH:25][CH:26]=2)[C:27]2[CH:32]=[CH:31][CH:30]=[CH:29][CH:28]=2)[O:16][CH2:17]1, predict the reactants needed to synthesize it. The reactants are: [C:1]([N:9]=[C:10]=[S:11])(=[O:8])[C:2]1[CH:7]=[CH:6][CH:5]=[CH:4][CH:3]=1.[NH2:12][C@@:13]1([C:41]2[CH:46]=[CH:45][CH:44]=[C:43]([F:47])[C:42]=2[F:48])[CH2:17][O:16][C@H:15]([CH2:18][O:19][C:20]([C:33]2[CH:38]=[CH:37][CH:36]=[CH:35][CH:34]=2)([C:27]2[CH:32]=[CH:31][CH:30]=[CH:29][CH:28]=2)[C:21]2[CH:26]=[CH:25][CH:24]=[CH:23][CH:22]=2)[C@H:14]1[CH2:39][OH:40]. (2) The reactants are: [Cl:1][C:2]1[N:3]=[CH:4][C:5]2[NH:11][C:10](=[O:12])[C:9]([F:14])([F:13])[CH2:8][N:7]([CH2:15][CH2:16][CH2:17][C:18]3[CH:23]=[CH:22][CH:21]=[CH:20][CH:19]=3)[C:6]=2[N:24]=1.[C:25](=O)([O-])[O-].[Cs+].[Cs+].IC. Given the product [Cl:1][C:2]1[N:3]=[CH:4][C:5]2[N:11]([CH3:25])[C:10](=[O:12])[C:9]([F:14])([F:13])[CH2:8][N:7]([CH2:15][CH2:16][CH2:17][C:18]3[CH:23]=[CH:22][CH:21]=[CH:20][CH:19]=3)[C:6]=2[N:24]=1, predict the reactants needed to synthesize it. (3) Given the product [CH2:1]([C:3]1[CH:8]=[C:7]([S:10][C:11]#[N:12])[CH:6]=[CH:5][C:4]=1[OH:9])[CH3:2], predict the reactants needed to synthesize it. The reactants are: [CH2:1]([C:3]1[CH:8]=[CH:7][CH:6]=[CH:5][C:4]=1[OH:9])[CH3:2].[S-:10][C:11]#[N:12].[Na+].[Br-].[Na+].BrBr.C(=O)(O)[O-].[Na+]. (4) Given the product [C:29]([NH:28][C:25]1[S:26][CH:27]=[C:23]([CH:21]=[N:1][C:2]2[CH:3]=[CH:4][C:5]([C:6]([NH:7][C:8]([NH:10][NH:11][C:12]([O:14][C:15]([CH3:16])([CH3:17])[CH3:18])=[O:13])=[O:9])=[O:32])=[CH:19][CH:20]=2)[N:24]=1)(=[O:31])[CH3:30], predict the reactants needed to synthesize it. The reactants are: [NH2:1][C:2]1[CH:20]=[CH:19][C:5]([CH2:6][NH:7][C:8]([NH:10][NH:11][C:12]([O:14][C:15]([CH3:18])([CH3:17])[CH3:16])=[O:13])=[O:9])=[CH:4][CH:3]=1.[CH:21]([C:23]1[N:24]=[C:25]([NH:28][C:29](=[O:31])[CH3:30])[S:26][CH:27]=1)=O.[O:32]1CCCC1. (5) Given the product [NH2:1][CH2:2][C:3]1[CH:8]=[CH:7][C:6]([C:9]2[CH:10]=[CH:11][C:12]([C:15]3[C:24]4[C:19](=[N:20][CH:21]=[C:22]([F:25])[CH:23]=4)[N:18]([OH:26])[C:17](=[O:34])[C:16]=3[C:35]3[CH:36]=[CH:37][CH:38]=[CH:39][CH:40]=3)=[CH:13][CH:14]=2)=[CH:5][CH:4]=1, predict the reactants needed to synthesize it. The reactants are: [NH2:1][CH2:2][C:3]1[CH:8]=[CH:7][C:6]([C:9]2[CH:14]=[CH:13][C:12]([C:15]3[C:24]4[C:19](=[N:20][CH:21]=[C:22]([F:25])[CH:23]=4)[N:18]([O:26]CC4C=CC=CC=4)[C:17](=[O:34])[C:16]=3[C:35]3[CH:40]=[CH:39][CH:38]=[CH:37][CH:36]=3)=[CH:11][CH:10]=2)=[CH:5][CH:4]=1. (6) Given the product [CH2:26]([C@H:2]([NH:1][C:33](=[O:34])[O:42][C@H:43]1[CH2:47][CH2:46][O:45][CH2:44]1)[C@H:3]([OH:25])[CH2:4][CH:5]([O:19][CH:20]1[CH2:21][CH2:22][CH2:23][CH2:24]1)[S:6]([C:9]1[CH:10]=[C:11]2[C:16](=[CH:17][CH:18]=1)[N:15]=[CH:14][CH:13]=[N:12]2)(=[O:7])=[O:8])[C:27]1[CH:28]=[CH:29][CH:30]=[CH:31][CH:32]=1, predict the reactants needed to synthesize it. The reactants are: [NH2:1][C@@H:2]([CH2:26][C:27]1[CH:32]=[CH:31][CH:30]=[CH:29][CH:28]=1)[C@H:3]([OH:25])[CH2:4][CH:5]([O:19][CH:20]1[CH2:24][CH2:23][CH2:22][CH2:21]1)[S:6]([C:9]1[CH:10]=[C:11]2[C:16](=[CH:17][CH:18]=1)[N:15]=[CH:14][CH:13]=[N:12]2)(=[O:8])=[O:7].[C:33](=O)([O:42][C@H:43]1[CH2:47][CH2:46][O:45][CH2:44]1)[O:34]N1C(=O)CCC1=O.C(N(CC)C(C)C)(C)C. (7) Given the product [NH2:28][C:20]1[O:21][C@H:22]([C:24]([F:25])([F:27])[F:26])[CH2:23][C@:18]([C:13]2[N:12]=[C:11]([NH:10][C:8](=[O:9])[C:5]3[CH:4]=[CH:3][C:2]([Cl:1])=[CH:7][N:6]=3)[CH:16]=[CH:15][C:14]=2[F:17])([CH3:40])[N:19]=1, predict the reactants needed to synthesize it. The reactants are: [Cl:1][C:2]1[CH:3]=[CH:4][C:5]([C:8]([NH:10][C:11]2[CH:16]=[CH:15][C:14]([F:17])=[C:13]([C@:18]3([CH3:40])[CH2:23][C@@H:22]([C:24]([F:27])([F:26])[F:25])[O:21][C:20]([NH:28]C(=O)C4C=CC([N+]([O-])=O)=CC=4)=[N:19]3)[N:12]=2)=[O:9])=[N:6][CH:7]=1.N12CCCN=C1CCCCC2.